This data is from Reaction yield outcomes from USPTO patents with 853,638 reactions. The task is: Predict the reaction yield, written as a fraction of the theoretical maximum amount of product (1.0 means a 100% yield; for example, 0.34 means a 34% yield). (1) The reactants are [C:1]1(=[O:5])[CH2:4][CH2:3][CH2:2]1.[N+:6]([CH3:9])([O-:8])=[O:7].[O-]CC.[Na+].O. The catalyst is C(O)C. The product is [N+:6]([CH2:9][C:1]1([OH:5])[CH2:4][CH2:3][CH2:2]1)([O-:8])=[O:7]. The yield is 0.450. (2) The reactants are [C:1]1([CH:7]([CH2:11][C:12]([OH:14])=O)[C:8]([OH:10])=[O:9])[CH:6]=[CH:5][CH:4]=[CH:3][CH:2]=1.S(Cl)(Cl)=O.[Cl-].[Al+3].[Cl-].[Cl-].O. The catalyst is [N+](C1C=CC=CC=1)([O-])=O. The product is [C:8]([CH:7]1[C:1]2[C:2](=[CH:3][CH:4]=[CH:5][CH:6]=2)[C:12](=[O:14])[CH2:11]1)([OH:10])=[O:9]. The yield is 0.800. (3) The reactants are [Br:1][C:2]1[CH:7]=[CH:6][C:5]([CH2:8][CH3:9])=[CH:4][CH:3]=1.[N+:10]([O-])([OH:12])=[O:11].O. The catalyst is OS(O)(=O)=O. The product is [Br:1][C:2]1[CH:7]=[CH:6][C:5]([CH2:8][CH3:9])=[C:4]([N+:10]([O-:12])=[O:11])[CH:3]=1. The yield is 0.340. (4) The reactants are [Cl:1][C:2]1[C:11]([CH:12]=O)=[CH:10][C:9]2[C:4](=[C:5]([CH3:14])[CH:6]=[CH:7][CH:8]=2)[N:3]=1.CC([S@]([NH2:21])=O)(C)C.[BH4-].[Na+].CO. The catalyst is C1COCC1.CC(C)[O-].[Ti+4].CC(C)[O-].CC(C)[O-].CC(C)[O-].O. The product is [Cl:1][C:2]1[C:11]([CH2:12][NH2:21])=[CH:10][C:9]2[C:4](=[C:5]([CH3:14])[CH:6]=[CH:7][CH:8]=2)[N:3]=1. The yield is 0.600. (5) The reactants are C(OC(C1N=C(NCCO)N=C2C=1NC(=O)N2C1C=CC=CC=1OC)=O)C.[OH:28][CH2:29][CH2:30][NH:31][C:32]1[N:40]=[C:39]2[C:35]([NH:36][C:37](=[O:49])[N:38]2[C:41]2[CH:46]=[CH:45][CH:44]=[CH:43][C:42]=2[O:47][CH3:48])=[C:34]([C:50]([NH2:52])=[O:51])[N:33]=1.N. The catalyst is CO. The product is [OH:28][CH2:29][CH2:30][NH:31][C:32]1[N:40]=[C:39]2[C:35]([NH:36][C:37](=[O:49])[N:38]2[C:41]2[CH:46]=[CH:45][CH:44]=[CH:43][C:42]=2[O:47][CH3:48])=[C:34]([C:50]([NH2:52])=[O:51])[N:33]=1. The yield is 0.0800.